Dataset: Forward reaction prediction with 1.9M reactions from USPTO patents (1976-2016). Task: Predict the product of the given reaction. (1) Given the reactants [CH2:1]([O:8][C:9]([NH:11][CH2:12][C:13](=[NH:16])OC)=[O:10])[C:2]1[CH:7]=[CH:6][CH:5]=[CH:4][CH:3]=1.[NH:17]1[C:21]2=[N:22][CH:23]=[CH:24][CH:25]=[C:20]2[C:19]([C:26]([NH:28][NH2:29])=O)=[CH:18]1, predict the reaction product. The product is: [NH:17]1[C:21]2=[N:22][CH:23]=[CH:24][CH:25]=[C:20]2[C:19]([C:26]2[N:16]=[C:13]([CH2:12][NH:11][C:9](=[O:10])[O:8][CH2:1][C:2]3[CH:7]=[CH:6][CH:5]=[CH:4][CH:3]=3)[NH:29][N:28]=2)=[CH:18]1. (2) Given the reactants [CH3:1][C:2]1([CH2:15][C:16]([O:18][CH2:19][CH3:20])=[O:17])[C:10]2[C:5](=[CH:6][CH:7]=[CH:8][C:9]=2[N+:11]([O-])=O)[NH:4][C:3]1=S.[BH4-].[Na+], predict the reaction product. The product is: [NH2:11][C:9]1[CH:8]=[CH:7][CH:6]=[C:5]2[C:10]=1[C:2]([CH2:15][C:16]([O:18][CH2:19][CH3:20])=[O:17])([CH3:1])[CH2:3][NH:4]2.